This data is from NCI-60 drug combinations with 297,098 pairs across 59 cell lines. The task is: Regression. Given two drug SMILES strings and cell line genomic features, predict the synergy score measuring deviation from expected non-interaction effect. (1) Drug 1: CCC1(CC2CC(C3=C(CCN(C2)C1)C4=CC=CC=C4N3)(C5=C(C=C6C(=C5)C78CCN9C7C(C=CC9)(C(C(C8N6C)(C(=O)OC)O)OC(=O)C)CC)OC)C(=O)OC)O.OS(=O)(=O)O. Drug 2: CS(=O)(=O)OCCCCOS(=O)(=O)C. Cell line: SF-295. Synergy scores: CSS=-3.25, Synergy_ZIP=2.60, Synergy_Bliss=-0.409, Synergy_Loewe=-6.58, Synergy_HSA=-5.91. (2) Drug 1: CN(CCCl)CCCl.Cl. Drug 2: CS(=O)(=O)OCCCCOS(=O)(=O)C. Cell line: SNB-75. Synergy scores: CSS=9.01, Synergy_ZIP=-4.56, Synergy_Bliss=-1.69, Synergy_Loewe=-46.1, Synergy_HSA=-3.24. (3) Drug 1: C#CCC(CC1=CN=C2C(=N1)C(=NC(=N2)N)N)C3=CC=C(C=C3)C(=O)NC(CCC(=O)O)C(=O)O. Drug 2: C(CCl)NC(=O)N(CCCl)N=O. Cell line: DU-145. Synergy scores: CSS=-4.81, Synergy_ZIP=2.34, Synergy_Bliss=1.01, Synergy_Loewe=-5.12, Synergy_HSA=-3.88. (4) Drug 1: C1=NC2=C(N1)C(=S)N=C(N2)N. Drug 2: C1C(C(OC1N2C=C(C(=O)NC2=O)F)CO)O. Synergy scores: CSS=2.74, Synergy_ZIP=-11.8, Synergy_Bliss=-21.8, Synergy_Loewe=-21.2, Synergy_HSA=-19.7. Cell line: EKVX. (5) Drug 1: CN(C)C1=NC(=NC(=N1)N(C)C)N(C)C. Drug 2: C1CN1P(=S)(N2CC2)N3CC3. Cell line: HT29. Synergy scores: CSS=7.37, Synergy_ZIP=0.152, Synergy_Bliss=1.62, Synergy_Loewe=-11.4, Synergy_HSA=-4.31.